Dataset: Reaction yield outcomes from USPTO patents with 853,638 reactions. Task: Predict the reaction yield, written as a fraction of the theoretical maximum amount of product (1.0 means a 100% yield; for example, 0.34 means a 34% yield). (1) The reactants are Cl[C:2]1[C:11]2[C:6](=[CH:7][C:8]([O:14][CH3:15])=[C:9]([O:12][CH3:13])[CH:10]=2)[N:5]=[CH:4][C:3]=1[C:16]#[N:17].C(OC(=O)[NH:24][CH:25]1[CH2:29][CH2:28][NH:27][CH2:26]1)(C)(C)C.C(O)(C(F)(F)F)=O. The product is [NH2:24][CH:25]1[CH2:29][CH2:28][N:27]([C:2]2[C:11]3[C:6](=[CH:7][C:8]([O:14][CH3:15])=[C:9]([O:12][CH3:13])[CH:10]=3)[N:5]=[CH:4][C:3]=2[C:16]#[N:17])[CH2:26]1. The yield is 0.740. The catalyst is C(O)(C)C. (2) The reactants are [CH3:1][O:2][C:3]1[CH:4]=[C:5]([CH2:11][C:12]#[N:13])[CH:6]=[C:7]([O:9][CH3:10])[CH:8]=1.Br[C:15](Br)(C)C.CCCCCC. The catalyst is C1COCC1. The product is [CH3:10][O:9][C:7]1[CH:6]=[C:5]([CH:11]([CH3:15])[C:12]#[N:13])[CH:4]=[C:3]([O:2][CH3:1])[CH:8]=1. The yield is 0.300. (3) The reactants are [NH2:1][CH2:2][C@H:3]([NH:7][C:8]([O:10][CH2:11][C:12]1[CH:17]=[CH:16][CH:15]=[CH:14][CH:13]=1)=[O:9])[C:4]([OH:6])=[O:5].N#N.[CH3:20][C:21](=[CH2:23])[CH3:22].OS(O)(=O)=O.C([O-])(O)=O.[Na+]. The catalyst is C(OCC)C.O1CCOCC1. The product is [NH2:1][CH2:2][C@H:3]([NH:7][C:8]([O:10][CH2:11][C:12]1[CH:17]=[CH:16][CH:15]=[CH:14][CH:13]=1)=[O:9])[C:4]([O:6][C:21]([CH3:23])([CH3:22])[CH3:20])=[O:5]. The yield is 0.780. (4) The reactants are [F:1][C:2]1[CH:3]=[C:4]([NH:8][CH:9]([C:21]2[CH:26]=[CH:25][CH:24]=[CH:23][CH:22]=2)[C:10]([O:12][C@@H:13]2[CH:18]3[CH2:19][CH2:20][N:15]([CH2:16][CH2:17]3)[CH2:14]2)=[O:11])[CH:5]=[CH:6][CH:7]=1.[Cl:27][CH2:28][C:29]1[N:33]=[C:32]([C:34]2[S:35][CH:36]=[CH:37][N:38]=2)[O:31][N:30]=1. The catalyst is CCOC(C)=O. The product is [Cl-:27].[F:1][C:2]1[CH:3]=[C:4]([NH:8][CH:9]([C:21]2[CH:22]=[CH:23][CH:24]=[CH:25][CH:26]=2)[C:10]([O:12][C@@H:13]2[CH:18]3[CH2:19][CH2:20][N+:15]([CH2:28][C:29]4[N:33]=[C:32]([C:34]5[S:35][CH:36]=[CH:37][N:38]=5)[O:31][N:30]=4)([CH2:16][CH2:17]3)[CH2:14]2)=[O:11])[CH:5]=[CH:6][CH:7]=1. The yield is 0.304. (5) The yield is 0.830. The product is [Cl:1][C:2]1[C:3]([NH:10][CH2:11][C:12]2[CH:17]=[C:16]([C:18]3[CH:23]=[CH:22][CH:21]=[C:20]([F:24])[CH:19]=3)[CH:15]=[CH:14][C:13]=2[F:25])=[C:4]([F:9])[CH:5]=[CH:6][C:7]=1[OH:8]. The reactants are [Cl:1][C:2]1[C:7]([OH:8])=[CH:6][CH:5]=[C:4]([F:9])[C:3]=1[NH:10][C:11](=O)[C:12]1[CH:17]=[C:16]([C:18]2[CH:23]=[CH:22][CH:21]=[C:20]([F:24])[CH:19]=2)[CH:15]=[CH:14][C:13]=1[F:25]. The catalyst is C1COCC1. (6) The reactants are [C:1]1(B(O)O)[CH:6]=[CH:5][CH:4]=[CH:3][CH:2]=1.Br[C:11]1[CH:12]=[C:13]2[N:19]=[C:18]([N:20]3[CH:26]4[CH2:27][CH2:28][N:23]([CH2:24][CH2:25]4)[CH2:22][CH2:21]3)[O:17][C:14]2=[N:15][CH:16]=1. No catalyst specified. The product is [C:1]1([C:11]2[CH:12]=[C:13]3[N:19]=[C:18]([N:20]4[CH:26]5[CH2:25][CH2:24][N:23]([CH2:28][CH2:27]5)[CH2:22][CH2:21]4)[O:17][C:14]3=[N:15][CH:16]=2)[CH:6]=[CH:5][CH:4]=[CH:3][CH:2]=1. The yield is 0.500.